This data is from Retrosynthesis with 50K atom-mapped reactions and 10 reaction types from USPTO. The task is: Predict the reactants needed to synthesize the given product. (1) Given the product COc1c2c(c(OC)c(OC)c1OC)CCC(CCO)CC2, predict the reactants needed to synthesize it. The reactants are: COc1c2c(c(OC)c(OC)c1OC)CCC(CCOC(C)=O)CC2. (2) Given the product CC(C)(C)OC(=O)N[C@@H](COCc1ccccc1)C(=O)O, predict the reactants needed to synthesize it. The reactants are: CC(C)(C)OC(=O)OC(=O)OC(C)(C)C.N[C@@H](COCc1ccccc1)C(=O)O. (3) Given the product CO[C@H]1CN(c2ncc(C#N)cn2)C[C@H]1Nc1c(C(N)=O)cnn2cc(-c3ccc(C(=O)NC4CC4)cc3)cc12, predict the reactants needed to synthesize it. The reactants are: CO[C@H]1CN(c2ncc(C#N)cn2)C[C@H]1Nc1c(C(N)=O)cnn2cc(Br)cc12.O=C(NC1CC1)c1ccc(B(O)O)cc1. (4) Given the product COC(=O)Cc1ccccc1CBr, predict the reactants needed to synthesize it. The reactants are: COC(=O)Cc1ccccc1C.O=C1CCC(=O)N1Br.